Dataset: Full USPTO retrosynthesis dataset with 1.9M reactions from patents (1976-2016). Task: Predict the reactants needed to synthesize the given product. Given the product [CH2:27]([NH:8][C@H:9]1[C:17]2[C:12](=[CH:13][CH:14]=[C:15]([O:18][C:19](=[O:26])[C:20]3[CH:21]=[CH:22][CH:23]=[CH:24][CH:25]=3)[CH:16]=2)[CH2:11][CH2:10]1)[C:28]#[CH:29], predict the reactants needed to synthesize it. The reactants are: C([N:8]([CH2:27][C:28]#[CH:29])[CH:9]1[C:17]2[C:12](=[CH:13][CH:14]=[C:15]([O:18][C:19](=[O:26])[C:20]3[CH:25]=[CH:24][CH:23]=[CH:22][CH:21]=3)[CH:16]=2)[CH2:11][CH2:10]1)(OC(C)(C)C)=O.Cl.O1CCOCC1.